This data is from Reaction yield outcomes from USPTO patents with 853,638 reactions. The task is: Predict the reaction yield, written as a fraction of the theoretical maximum amount of product (1.0 means a 100% yield; for example, 0.34 means a 34% yield). (1) The reactants are C[O:2][C:3](=[O:38])[CH:4]([N:6]1[CH2:11][CH2:10][N:9]([C:12]2[CH:13]=[N:14][C:15]([NH:18][C:19]3[N:20]=[CH:21][C:22]4[CH:27]=[C:26]([C:28](=[O:32])[N:29]([CH3:31])[CH3:30])[N:25]([CH:33]5[CH2:37][CH2:36][CH2:35][CH2:34]5)[C:23]=4[N:24]=3)=[CH:16][CH:17]=2)[CH2:8][CH2:7]1)[CH3:5].[Li+].[OH-]. The catalyst is C1COCC1.O. The product is [CH:33]1([N:25]2[C:23]3[N:24]=[C:19]([NH:18][C:15]4[N:14]=[CH:13][C:12]([N:9]5[CH2:8][CH2:7][N:6]([CH:4]([CH3:5])[C:3]([OH:38])=[O:2])[CH2:11][CH2:10]5)=[CH:17][CH:16]=4)[N:20]=[CH:21][C:22]=3[CH:27]=[C:26]2[C:28](=[O:32])[N:29]([CH3:31])[CH3:30])[CH2:34][CH2:35][CH2:36][CH2:37]1. The yield is 0.940. (2) The reactants are [CH3:1][O:2][C:3]1[CH:4]=[C:5]2[C:10](=[CH:11][C:12]=1[O:13][CH3:14])[N:9]=[CH:8][CH:7]=[C:6]2[O:15][C:16]1[CH:22]=[CH:21][C:19]([NH2:20])=[CH:18][C:17]=1[F:23].C(O)C.[CH3:27][C:28]1[CH:33]=[CH:32][C:31]([C:34]([N:36]=[C:37]=[S:38])=[O:35])=[CH:30][CH:29]=1. The catalyst is C1(C)C=CC=CC=1. The product is [CH3:1][O:2][C:3]1[CH:4]=[C:5]2[C:10](=[CH:11][C:12]=1[O:13][CH3:14])[N:9]=[CH:8][CH:7]=[C:6]2[O:15][C:16]1[CH:22]=[CH:21][C:19]([NH:20][C:37]([NH:36][C:34](=[O:35])[C:31]2[CH:32]=[CH:33][C:28]([CH3:27])=[CH:29][CH:30]=2)=[S:38])=[CH:18][C:17]=1[F:23]. The yield is 0.980.